Dataset: Forward reaction prediction with 1.9M reactions from USPTO patents (1976-2016). Task: Predict the product of the given reaction. (1) Given the reactants Cl.[CH2:2]([C:9]12[CH2:26][CH2:25][C:20]3(OCC[O:21]3)[CH:19]([CH3:27])[CH:10]1[CH2:11][CH2:12][C:13]1[CH:14]=[N:15][N:16]([CH3:18])[C:17]=12)[C:3]1[CH:8]=[CH:7][CH:6]=[CH:5][CH:4]=1, predict the reaction product. The product is: [CH2:2]([C:9]12[CH2:26][CH2:25][C:20](=[O:21])[CH:19]([CH3:27])[CH:10]1[CH2:11][CH2:12][C:13]1[CH:14]=[N:15][N:16]([CH3:18])[C:17]=12)[C:3]1[CH:8]=[CH:7][CH:6]=[CH:5][CH:4]=1. (2) Given the reactants [H-].[Na+].[N:3]1([C:10]2[N:15]=[C:14]([C:16]([N:18]3[CH2:22][CH2:21][C@@H:20]([O:23][C:24]4[CH:29]=[CH:28][CH:27]=[CH:26][C:25]=4[F:30])[CH2:19]3)=[O:17])[CH:13]=[CH:12][CH:11]=2)[CH2:9][CH2:8][CH2:7][NH:6][CH2:5][CH2:4]1.I[CH3:32].O, predict the reaction product. The product is: [F:30][C:25]1[CH:26]=[CH:27][CH:28]=[CH:29][C:24]=1[O:23][C@@H:20]1[CH2:21][CH2:22][N:18]([C:16]([C:14]2[CH:13]=[CH:12][CH:11]=[C:10]([N:3]3[CH2:9][CH2:8][CH2:7][N:6]([CH3:32])[CH2:5][CH2:4]3)[N:15]=2)=[O:17])[CH2:19]1.